Dataset: Peptide-MHC class I binding affinity with 185,985 pairs from IEDB/IMGT. Task: Regression. Given a peptide amino acid sequence and an MHC pseudo amino acid sequence, predict their binding affinity value. This is MHC class I binding data. (1) The binding affinity (normalized) is 0.0833. The peptide sequence is VAPPAPVYR. The MHC is HLA-A02:01 with pseudo-sequence HLA-A02:01. (2) The peptide sequence is HFQKDAKVL. The MHC is HLA-A11:01 with pseudo-sequence HLA-A11:01. The binding affinity (normalized) is 0.0847. (3) The peptide sequence is FQPQYGQFI. The MHC is H-2-Db with pseudo-sequence H-2-Db. The binding affinity (normalized) is 0.0792. (4) The peptide sequence is ILRPLGIEY. The MHC is HLA-B48:01 with pseudo-sequence HLA-B48:01. The binding affinity (normalized) is 0.0847. (5) The MHC is HLA-B44:02 with pseudo-sequence HLA-B44:02. The peptide sequence is REAVEDGRFW. The binding affinity (normalized) is 0.633. (6) The peptide sequence is KINSVKYYGR. The MHC is HLA-A03:01 with pseudo-sequence HLA-A03:01. The binding affinity (normalized) is 0.304.